Predict the reactants needed to synthesize the given product. From a dataset of Full USPTO retrosynthesis dataset with 1.9M reactions from patents (1976-2016). (1) Given the product [Cl:8][C:4]1[N:3]=[C:2]([C:15]([NH2:13])=[O:16])[CH:7]=[N:6][CH:5]=1, predict the reactants needed to synthesize it. The reactants are: Cl[C:2]1[CH:7]=[N:6][CH:5]=[C:4]([Cl:8])[N:3]=1.[C-]#N.[K+].C[N:13]([CH:15]=[O:16])C. (2) The reactants are: [CH3:1][N:2]1[CH2:6][CH2:5][CH2:4][C:3]1=O.O=P(Cl)(Cl)Cl.[NH2:13][C:14](=[C:16]([C:22](OCC)=[O:23])[C:17]([O:19][CH2:20][CH3:21])=[O:18])[CH3:15].[O-]CC.[Na+].Cl. Given the product [OH:23][C:22]1[C:16]([C:17]([O:19][CH2:20][CH3:21])=[O:18])=[C:14]([CH3:15])[N:13]=[C:3]2[N:2]([CH3:1])[CH2:6][CH2:5][C:4]=12, predict the reactants needed to synthesize it. (3) Given the product [Cl:1][C:2]1[CH:3]=[CH:4][C:5]2[N:11]3[C:12]([C:15]([Cl:18])([F:17])[F:16])=[N:13][N:14]=[C:10]3[C@H:9]([CH2:19][C:20]([NH:22][C@@H:23]([CH2:31][CH:32]([CH3:34])[CH3:33])[C:24]([OH:26])=[O:25])=[O:21])[O:8][C@@H:7]([C:35]3[CH:40]=[CH:39][CH:38]=[C:37]([O:41][CH3:42])[C:36]=3[O:43][CH3:44])[C:6]=2[CH:45]=1, predict the reactants needed to synthesize it. The reactants are: [Cl:1][C:2]1[CH:3]=[CH:4][C:5]2[N:11]3[C:12]([C:15]([Cl:18])([F:17])[F:16])=[N:13][N:14]=[C:10]3[C@H:9]([CH2:19][C:20]([NH:22][C@@H:23]([CH2:31][CH:32]([CH3:34])[CH3:33])[C:24]([O:26]C(C)(C)C)=[O:25])=[O:21])[O:8][C@@H:7]([C:35]3[CH:40]=[CH:39][CH:38]=[C:37]([O:41][CH3:42])[C:36]=3[O:43][CH3:44])[C:6]=2[CH:45]=1.FC(F)(F)C(O)=O. (4) Given the product [Cl:7][C:6]1[C:5](=[O:8])[N:15]([CH2:14][C:13]2[CH:16]=[CH:17][C:18]([O:20][CH3:21])=[CH:19][C:12]=2[O:11][CH3:10])[C:3](=[O:9])[C:2]=1[Cl:1], predict the reactants needed to synthesize it. The reactants are: [Cl:1][C:2]1[C:3](=[O:9])O[C:5](=[O:8])[C:6]=1[Cl:7].[CH3:10][O:11][C:12]1[CH:19]=[C:18]([O:20][CH3:21])[CH:17]=[CH:16][C:13]=1[CH2:14][NH2:15]. (5) Given the product [Cl:17][C:14]1[CH:15]=[CH:16][C:11]([C@@H:10]2[C@@H:9]([OH:27])[C@H:8]([CH2:31][OH:32])[C@@H:7]([OH:36])[C@H:6]([OH:40])[C@H:5]2[OH:4])=[CH:12][C:13]=1[CH2:18][C:19]1[CH:20]=[CH:21][C:22]([CH2:25][CH3:26])=[CH:23][CH:24]=1, predict the reactants needed to synthesize it. The reactants are: C([O:4][C@H:5]1[C@H:10]([C:11]2[CH:16]=[CH:15][C:14]([Cl:17])=[C:13]([CH2:18][C:19]3[CH:24]=[CH:23][C:22]([CH2:25][CH3:26])=[CH:21][CH:20]=3)[CH:12]=2)[C@@H:9]([O:27]C(=O)C)[C@H:8]([CH2:31][O:32]C(=O)C)[C@@H:7]([O:36]C(=O)C)[C@@H:6]1[O:40]C(=O)C)(=O)C.[OH-].[Na+].Cl.